From a dataset of Full USPTO retrosynthesis dataset with 1.9M reactions from patents (1976-2016). Predict the reactants needed to synthesize the given product. Given the product [CH3:1][C:2]1[CH:3]=[C:4]([C:12]2[CH:17]=[C:16]([C:18]([F:21])([F:19])[F:20])[N:15]3[N:22]=[CH:23][C:24]([C:25]4[O:28][N:29]=[C:30]([C:31]5[CH:32]=[C:33]([S:37]([NH2:38])(=[O:39])=[O:40])[CH:34]=[CH:35][CH:36]=5)[N:41]=4)=[C:14]3[N:13]=2)[CH:5]=[CH:6][C:7]=1[C:8]([F:9])([F:10])[F:11], predict the reactants needed to synthesize it. The reactants are: [CH3:1][C:2]1[CH:3]=[C:4]([C:12]2[CH:17]=[C:16]([C:18]([F:21])([F:20])[F:19])[N:15]3[N:22]=[CH:23][C:24]([C:25](O)=O)=[C:14]3[N:13]=2)[CH:5]=[CH:6][C:7]=1[C:8]([F:11])([F:10])[F:9].[OH:28][NH:29][C:30](=[NH:41])[C:31]1[CH:36]=[CH:35][CH:34]=[C:33]([S:37](=[O:40])(=[O:39])[NH2:38])[CH:32]=1.